From a dataset of Full USPTO retrosynthesis dataset with 1.9M reactions from patents (1976-2016). Predict the reactants needed to synthesize the given product. (1) Given the product [CH3:1][S:2][C:3]1[CH:4]=[C:5]([C:9](=[N:16][O:17][CH2:18][C:19]2[N:20]=[C:21]([NH:24][CH2:33][CH2:32][CH2:31][C:25]3[CH:30]=[CH:29][CH:28]=[CH:27][CH:26]=3)[S:22][CH:23]=2)[C:10]2[N:14]([CH3:15])[N:13]=[N:12][N:11]=2)[CH:6]=[CH:7][CH:8]=1, predict the reactants needed to synthesize it. The reactants are: [CH3:1][S:2][C:3]1[CH:4]=[C:5]([C:9](=[N:16][O:17][CH2:18][C:19]2[N:20]=[C:21]([NH2:24])[S:22][CH:23]=2)[C:10]2[N:14]([CH3:15])[N:13]=[N:12][N:11]=2)[CH:6]=[CH:7][CH:8]=1.[C:25]1([CH2:31][CH2:32][CH:33]=O)[CH:30]=[CH:29][CH:28]=[CH:27][CH:26]=1.C(O)(=O)C.C(O[BH-](OC(=O)C)OC(=O)C)(=O)C.[Na+]. (2) Given the product [F:38][C:35]1[CH:34]=[CH:33][C:32]([CH2:31][C:28]2[S:27][C:26]([C:10]3[C:9]([OH:8])=[C:13]4[C:14](=[O:25])[N:15]([CH3:24])[CH2:16][C@H:17]([C:18]5[CH:23]=[CH:22][CH:21]=[CH:20][CH:19]=5)[N:12]4[N:11]=3)=[N:30][N:29]=2)=[CH:37][CH:36]=1, predict the reactants needed to synthesize it. The reactants are: C([O:8][C:9]1[C:10]([C:26]2[S:27][C:28]([CH2:31][C:32]3[CH:37]=[CH:36][C:35]([F:38])=[CH:34][CH:33]=3)=[N:29][N:30]=2)=[N:11][N:12]2[C@@H:17]([C:18]3[CH:23]=[CH:22][CH:21]=[CH:20][CH:19]=3)[CH2:16][N:15]([CH3:24])[C:14](=[O:25])[C:13]=12)C1C=CC=CC=1.Br. (3) Given the product [Cl:1][C:2]1[CH:3]=[CH:4][C:5]([O:10][CH:11]([F:12])[F:13])=[C:6]([CH:7]([OH:8])[CH:14]=[CH2:15])[CH:9]=1, predict the reactants needed to synthesize it. The reactants are: [Cl:1][C:2]1[CH:3]=[CH:4][C:5]([O:10][CH:11]([F:13])[F:12])=[C:6]([CH:9]=1)[CH:7]=[O:8].[CH:14]([Mg]Br)=[CH2:15]. (4) Given the product [Cl:1][C:2]1[CH:3]=[CH:4][C:5]([O:20][CH2:8][C:6]2[CH:7]=[CH:2][CH:3]=[CH:4][CH:5]=2)=[C:6]([CH2:8][C:9]2[O:13][C:12]([C:14]([O:16][CH2:17][CH3:18])=[O:15])=[C:11]([CH3:19])[CH:10]=2)[CH:7]=1, predict the reactants needed to synthesize it. The reactants are: [Cl:1][C:2]1[CH:3]=[CH:4][C:5]([OH:20])=[C:6]([CH2:8][C:9]2[O:13][C:12]([C:14]([O:16][CH2:17][CH3:18])=[O:15])=[C:11]([CH3:19])[CH:10]=2)[CH:7]=1.C(=O)([O-])[O-].[K+].[K+]. (5) Given the product [N+:8]([C:5]1[CH:6]=[CH:7][C:2]([NH:19][CH2:18][CH2:17][C:13]2[CH:12]=[N:11][CH:16]=[CH:15][CH:14]=2)=[CH:3][CH:4]=1)([O-:10])=[O:9], predict the reactants needed to synthesize it. The reactants are: F[C:2]1[CH:7]=[CH:6][C:5]([N+:8]([O-:10])=[O:9])=[CH:4][CH:3]=1.[N:11]1[CH:16]=[CH:15][CH:14]=[C:13]([CH2:17][CH2:18][NH2:19])[CH:12]=1.C([O-])([O-])=O.[K+].[K+].